This data is from Full USPTO retrosynthesis dataset with 1.9M reactions from patents (1976-2016). The task is: Predict the reactants needed to synthesize the given product. (1) The reactants are: [OH:1][CH:2]1[CH2:7][CH2:6][N:5]([C:8]2[N:13]=[N:12][C:11]([C:14]3[CH:15]=[N:16][CH:17]=[C:18]([CH:24]=3)[C:19]([O:21][CH2:22][CH3:23])=[O:20])=[CH:10][CH:9]=2)[CH2:4][CH2:3]1.[I:25][C:26]1[CH:31]=[CH:30][CH:29]=[CH:28][C:27]=1O.N(C(OCC)=O)=NC(OCC)=O.C1(P(C2C=CC=CC=2)C2C=CC=CC=2)C=CC=CC=1. Given the product [I:25][C:26]1[CH:31]=[CH:30][CH:29]=[CH:28][C:27]=1[O:1][CH:2]1[CH2:7][CH2:6][N:5]([C:8]2[N:13]=[N:12][C:11]([C:14]3[CH:15]=[N:16][CH:17]=[C:18]([CH:24]=3)[C:19]([O:21][CH2:22][CH3:23])=[O:20])=[CH:10][CH:9]=2)[CH2:4][CH2:3]1, predict the reactants needed to synthesize it. (2) Given the product [N:1]1([CH2:6][CH:7]2[CH2:12][CH2:11][N:10]([C:14]3[CH:21]=[CH:20][C:17]([CH:18]=[O:19])=[C:16]([C:22]([F:23])([F:25])[F:24])[CH:15]=3)[CH2:9][CH2:8]2)[CH2:5][CH2:4][CH2:3][CH2:2]1, predict the reactants needed to synthesize it. The reactants are: [N:1]1([CH2:6][CH:7]2[CH2:12][CH2:11][NH:10][CH2:9][CH2:8]2)[CH2:5][CH2:4][CH2:3][CH2:2]1.F[C:14]1[CH:21]=[CH:20][C:17]([CH:18]=[O:19])=[C:16]([C:22]([F:25])([F:24])[F:23])[CH:15]=1. (3) Given the product [F:72][C:50]([F:49])([F:71])[O:51][C:52]1[CH:53]=[CH:54][C:55]([N:58]2[CH:62]=[N:61][C:60]([C:63]3[CH:68]=[CH:67][C:66]([CH2:69][NH:70][C:7]([C:3]4[CH:2]=[C:1]([C:10]5[CH:15]=[CH:14][CH:13]=[CH:12][CH:11]=5)[CH:6]=[CH:5][CH:4]=4)=[O:9])=[CH:65][CH:64]=3)=[N:59]2)=[CH:56][CH:57]=1, predict the reactants needed to synthesize it. The reactants are: [C:1]1([C:10]2[CH:15]=[CH:14][CH:13]=[CH:12][CH:11]=2)[CH:6]=[CH:5][CH:4]=[C:3]([C:7]([OH:9])=O)[CH:2]=1.C(N(C(C)C)CC)(C)C.F[P-](F)(F)(F)(F)F.CN(C(N(C)C)=[N+]1C2C(=NC=CC=2)[N+]([O-])=N1)C.[F:49][C:50]([F:72])([F:71])[O:51][C:52]1[CH:57]=[CH:56][C:55]([N:58]2[CH:62]=[N:61][C:60]([C:63]3[CH:68]=[CH:67][C:66]([CH2:69][NH2:70])=[CH:65][CH:64]=3)=[N:59]2)=[CH:54][CH:53]=1. (4) Given the product [C:1]([C:5]1[CH:20]=[CH:19][CH:18]=[CH:17][C:6]=1[O:7][C:8]1[C:13]([NH:14][C:15]([C:23]2[C:24]3[C:29](=[CH:28][CH:27]=[CH:26][CH:25]=3)[NH:21][CH:22]=2)=[O:16])=[CH:12][CH:11]=[CH:10][N:9]=1)([CH3:4])([CH3:2])[CH3:3], predict the reactants needed to synthesize it. The reactants are: [C:1]([C:5]1[CH:20]=[CH:19][CH:18]=[CH:17][C:6]=1[O:7][C:8]1[C:13]([N:14]=[C:15]=[O:16])=[CH:12][CH:11]=[CH:10][N:9]=1)([CH3:4])([CH3:3])[CH3:2].[NH:21]1[C:29]2[C:24](=[CH:25][CH:26]=[CH:27][CH:28]=2)[C:23](C(O)=O)=[CH:22]1. (5) Given the product [CH3:50][N:51]([CH3:52])[C:36]([CH:16]1[CH2:15][N:14]([S:11]([C:7]2[CH:6]=[C:5]3[C:10]([C:2]([Cl:1])=[CH:3][NH:4]3)=[CH:9][CH:8]=2)(=[O:13])=[O:12])[CH2:19][C:18](=[O:20])[N:17]1[CH2:21][CH:22]1[CH2:27][CH2:26][N:25]([C:28]2[CH:33]=[CH:32][C:31](=[O:34])[N:30]([CH3:35])[N:29]=2)[CH2:24][CH2:23]1)=[O:37], predict the reactants needed to synthesize it. The reactants are: [Cl:1][C:2]1[C:10]2[C:5](=[CH:6][C:7]([S:11]([N:14]3[CH2:19][C:18](=[O:20])[N:17]([CH2:21][CH:22]4[CH2:27][CH2:26][N:25]([C:28]5[CH:33]=[CH:32][C:31](=[O:34])[N:30]([CH3:35])[N:29]=5)[CH2:24][CH2:23]4)[CH:16]([C:36](O)=[O:37])[CH2:15]3)(=[O:13])=[O:12])=[CH:8][CH:9]=2)[NH:4][CH:3]=1.F[P-](F)(F)(F)(F)F.N1(OC(N(C)C)=[N+](C)C)[C:50]2[N:51]=[CH:52]C=CC=2N=N1.Cl.CNC.C(N(CC)C(C)C)(C)C.F[P-](F)(F)(F)(F)F.N1C2C=CC=C(O[P+](N3CCCC3)(N3CCCC3)N3CCCC3)C=2N=N1.F[P-](F)(F)(F)(F)F.N1(O[P+](N2CCCC2)(N2CCCC2)N2CCCC2)C2C=CC=CC=2N=N1. (6) The reactants are: C[O:2][C:3](=[O:23])[C@@H:4]([N:12]1[CH2:20][C:19]2[C:14](=[CH:15][CH:16]=[CH:17][C:18]=2[F:21])[C:13]1=[O:22])[CH2:5][CH:6]1[CH2:11][CH2:10][CH2:9][CH2:8][CH2:7]1.O.[OH-].[Li+].Cl. Given the product [CH:6]1([CH2:5][C@H:4]([N:12]2[CH2:20][C:19]3[C:14](=[CH:15][CH:16]=[CH:17][C:18]=3[F:21])[C:13]2=[O:22])[C:3]([OH:23])=[O:2])[CH2:11][CH2:10][CH2:9][CH2:8][CH2:7]1, predict the reactants needed to synthesize it. (7) Given the product [F:38][C:35]([S:34][C:31]1[CH:32]=[CH:33][C:28](/[CH:27]=[CH:26]/[C:23]2[O:24][CH:25]=[C:21]([CH2:20][O:18][C:15]3[CH:14]=[CH:13][C:12]([CH2:11][O:10][CH2:9][CH2:8][N:3]4[CH:7]=[CH:6][N:5]=[N:4]4)=[CH:17][CH:16]=3)[N:22]=2)=[CH:29][CH:30]=1)([F:36])[F:37], predict the reactants needed to synthesize it. The reactants are: [H-].[Na+].[N:3]1([CH2:8][CH2:9][O:10][CH2:11][C:12]2[CH:17]=[CH:16][C:15]([OH:18])=[CH:14][CH:13]=2)[CH:7]=[CH:6][N:5]=[N:4]1.Cl[CH2:20][C:21]1[N:22]=[C:23]([CH:26]=[CH:27][C:28]2[CH:33]=[CH:32][C:31]([S:34][C:35]([F:38])([F:37])[F:36])=[CH:30][CH:29]=2)[O:24][CH:25]=1.O. (8) Given the product [Cl:11][C:10]1[CH:9]=[C:8]2[C:4](=[CH:3][C:2]=1[Cl:1])[C:5](=[O:26])[N:6]([CH2:13][CH:14]([C:20](=[O:21])[CH3:25])[C:15]([O:17][CH2:18][CH3:19])=[O:16])[C:7]2=[O:12], predict the reactants needed to synthesize it. The reactants are: [Cl:1][C:2]1[CH:3]=[C:4]2[C:8](=[CH:9][C:10]=1[Cl:11])[C:7](=[O:12])[N:6]([CH2:13][CH:14]([C:20]1([CH3:25])OCC[O:21]1)[C:15]([O:17][CH2:18][CH3:19])=[O:16])[C:5]2=[O:26].O.C1(C)C=CC(S(O)(=O)=O)=CC=1.